Binary Classification. Given a drug SMILES string, predict its activity (active/inactive) in a high-throughput screening assay against a specified biological target. From a dataset of HIV replication inhibition screening data with 41,000+ compounds from the AIDS Antiviral Screen. (1) The compound is COC(=O)Cc1ccc2c(c1)Sc1ccc(CC(=O)OC)cc1N2C. The result is 0 (inactive). (2) The drug is O=P1(Cc2ccccc2)c2ccccc2-c2ccccc21. The result is 0 (inactive).